The task is: Predict the product of the given reaction.. This data is from Forward reaction prediction with 1.9M reactions from USPTO patents (1976-2016). (1) Given the reactants [NH2:1][C@H:2]([CH2:13][OH:14])[C:3]([NH:5][CH2:6][C:7]1[CH:12]=[CH:11][CH:10]=[CH:9][CH:8]=1)=[O:4].[C:15](O[C:15]([O:17][C:18]([CH3:21])([CH3:20])[CH3:19])=[O:16])([O:17][C:18]([CH3:21])([CH3:20])[CH3:19])=[O:16].C(N(CC)CC)C, predict the reaction product. The product is: [CH2:6]([NH:5][C:3](=[O:4])[C@H:2]([NH:1][C:15](=[O:16])[O:17][C:18]([CH3:21])([CH3:20])[CH3:19])[CH2:13][OH:14])[C:7]1[CH:12]=[CH:11][CH:10]=[CH:9][CH:8]=1. (2) Given the reactants [Cl:1][C:2]1[N:7]=[C:6]([N:8]2[CH2:13][CH2:12][O:11][CH2:10][CH2:9]2)[CH:5]=[CH:4][C:3]=1[O:14]COC.FC1C=C(F)C=CC=1C=O, predict the reaction product. The product is: [ClH:1].[Cl:1][C:2]1[C:3]([OH:14])=[CH:4][CH:5]=[C:6]([N:8]2[CH2:9][CH2:10][O:11][CH2:12][CH2:13]2)[N:7]=1. (3) Given the reactants C(OC(=O)[NH:7][CH2:8][C:9]1[CH:14]=[CH:13][C:12]([F:15])=[C:11]([C:16]2[CH:17]=[N:18][C:19]([C:22]([F:25])([F:24])[F:23])=[N:20][CH:21]=2)[CH:10]=1)(C)(C)C.FC(F)(F)C(O)=O, predict the reaction product. The product is: [F:15][C:12]1[CH:13]=[CH:14][C:9]([CH2:8][NH2:7])=[CH:10][C:11]=1[C:16]1[CH:21]=[N:20][C:19]([C:22]([F:25])([F:23])[F:24])=[N:18][CH:17]=1. (4) Given the reactants [NH2:1][C:2]1[CH:7]=[CH:6][C:5]([CH2:8][CH2:9][NH:10][C:11](=[O:17])[O:12][C:13]([CH3:16])([CH3:15])[CH3:14])=[CH:4][CH:3]=1.CN(C)/[CH:20]=[N:21]/[N:22]=[CH:23]/N(C)C.CC1C=CC(S(O)(=O)=O)=CC=1.O, predict the reaction product. The product is: [N:21]1[N:22]=[CH:23][N:1]([C:2]2[CH:3]=[CH:4][C:5]([CH2:8][CH2:9][NH:10][C:11](=[O:17])[O:12][C:13]([CH3:14])([CH3:16])[CH3:15])=[CH:6][CH:7]=2)[CH:20]=1. (5) The product is: [O:1]=[C:2]1[N:6]([CH2:7][C:8]2[CH:9]=[CH:10][CH:11]=[CH:12][CH:13]=2)[C@H:5]([C:14]([OH:16])=[O:15])[CH2:4][CH2:3]1. Given the reactants [O:1]=[C:2]1[N:6]([CH2:7][C:8]2[CH:13]=[CH:12][CH:11]=[CH:10][CH:9]=2)[C@H:5]([C:14]([O:16]C)=[O:15])[CH2:4][CH2:3]1.CO.[OH-].[Na+], predict the reaction product. (6) Given the reactants [OH:1][C:2]1[CH:11]=[C:10]2[C:5]([C:6]([CH3:13])=[CH:7][C:8](=[O:12])[O:9]2)=[CH:4][CH:3]=1.C([O-])([O-])=O.[K+].[K+].[CH2:20](Br)[C:21]#[CH:22], predict the reaction product. The product is: [C:20]([O:1][C:2]1[CH:11]=[C:10]2[C:5]([C:6]([CH3:13])=[CH:7][C:8](=[O:12])[O:9]2)=[CH:4][CH:3]=1)#[C:21][CH3:22]. (7) Given the reactants [H][H].[CH3:3][O:4][C:5]1[CH:6]=[C:7]([C:14]2[O:18][C:17](=[O:19])[NH:16][N:15]=2)[CH:8]=[CH:9][C:10]=1[N+:11]([O-])=O, predict the reaction product. The product is: [NH2:11][C:10]1[CH:9]=[CH:8][C:7]([C:14]2[O:18][C:17](=[O:19])[NH:16][N:15]=2)=[CH:6][C:5]=1[O:4][CH3:3]. (8) The product is: [CH3:22][O:21][C:20]1[C:15]([C:6]2[CH:5]=[C:4]([CH:9]=[C:8]([N:10]3[CH:14]=[N:13][N:12]=[N:11]3)[CH:7]=2)[C:3]([OH:23])=[O:2])=[N:16][CH:17]=[CH:18][CH:19]=1. Given the reactants C[O:2][C:3](=[O:23])[C:4]1[CH:9]=[C:8]([N:10]2[CH:14]=[N:13][N:12]=[N:11]2)[CH:7]=[C:6]([C:15]2[C:20]([O:21][CH3:22])=[CH:19][CH:18]=[CH:17][N:16]=2)[CH:5]=1.C1COCC1.O[Li].O, predict the reaction product. (9) The product is: [C:28]([C:25]1[CH:26]=[CH:27][C:22]([O:21][C:18]2[N:17]=[CH:16][C:15]([NH:14][C:12]([C@H:9]([NH:5][C:6](=[O:8])[O:7][C:24]([CH3:30])([CH3:25])[CH3:23])[CH2:10][CH3:11])=[O:13])=[CH:20][CH:19]=2)=[CH:23][C:24]=1[CH:30]([CH3:31])[CH3:32])#[N:29]. Given the reactants CC([N:5]([C@@H:9]([C:12]([NH:14][C:15]1[CH:16]=[N:17][C:18]([O:21][C:22]2[CH:27]=[CH:26][C:25]([C:28]#[N:29])=[C:24]([C:30]([CH3:32])=[CH2:31])[CH:23]=2)=[CH:19][CH:20]=1)=[O:13])[CH2:10][CH3:11])[C:6](=[O:8])[O-:7])(C)C, predict the reaction product.